Dataset: Reaction yield outcomes from USPTO patents with 853,638 reactions. Task: Predict the reaction yield, written as a fraction of the theoretical maximum amount of product (1.0 means a 100% yield; for example, 0.34 means a 34% yield). The reactants are [C:1]([C:3]1[CH:8]=[CH:7][C:6]([C:9]2[C:10]([C:14](OC)=[O:15])=[N:11][S:12][N:13]=2)=[CH:5][CH:4]=1)#[N:2].[Li+].[BH4-]. The catalyst is O1CCCC1. The product is [OH:15][CH2:14][C:10]1[C:9]([C:6]2[CH:7]=[CH:8][C:3]([C:1]#[N:2])=[CH:4][CH:5]=2)=[N:13][S:12][N:11]=1. The yield is 1.00.